This data is from Peptide-MHC class II binding affinity with 134,281 pairs from IEDB. The task is: Regression. Given a peptide amino acid sequence and an MHC pseudo amino acid sequence, predict their binding affinity value. This is MHC class II binding data. The peptide sequence is MDYFIRMWNQAALAM. The MHC is DRB4_0101 with pseudo-sequence DRB4_0103. The binding affinity (normalized) is 0.595.